This data is from Full USPTO retrosynthesis dataset with 1.9M reactions from patents (1976-2016). The task is: Predict the reactants needed to synthesize the given product. Given the product [F:30][C:31]1[CH:32]=[C:33]2[C:37](=[C:38]([CH2:40][S:41]([CH3:44])(=[O:42])=[O:43])[CH:39]=1)[NH:36][CH:35]=[C:34]2[CH:23]([C:14]1[CH:15]=[CH:16][C:17]([C:19]([F:22])([F:21])[F:20])=[CH:18][C:13]=1[F:12])[CH:24]1[CH2:26][CH:25]1[C:27]#[N:28], predict the reactants needed to synthesize it. The reactants are: [Cl-].[In+3].[Cl-].[Cl-].FC(F)(F)C(O)=O.[F:12][C:13]1[CH:18]=[C:17]([C:19]([F:22])([F:21])[F:20])[CH:16]=[CH:15][C:14]=1[CH:23](O)[CH:24]1[CH2:26][CH:25]1[C:27]#[N:28].[F:30][C:31]1[CH:32]=[C:33]2[C:37](=[C:38]([CH2:40][S:41]([CH3:44])(=[O:43])=[O:42])[CH:39]=1)[NH:36][CH:35]=[CH:34]2.